This data is from Reaction yield outcomes from USPTO patents with 853,638 reactions. The task is: Predict the reaction yield, written as a fraction of the theoretical maximum amount of product (1.0 means a 100% yield; for example, 0.34 means a 34% yield). (1) The reactants are [CH3:1][C:2]1[CH:7]=[CH:6][N:5]=[C:4]([NH2:8])[CH:3]=1.CCN(CC)CC.[C:16](Cl)(=[O:21])[C:17]([CH3:20])([CH3:19])[CH3:18]. The catalyst is C(Cl)Cl. The product is [CH3:1][C:2]1[CH:7]=[CH:6][N:5]=[C:4]([NH:8][C:16](=[O:21])[C:17]([CH3:20])([CH3:19])[CH3:18])[CH:3]=1. The yield is 0.820. (2) The reactants are [C:1]([C:5]1[CH:6]=[C:7](CC(O)=O)[CH:8]=[CH:9][CH:10]=1)([CH3:4])([CH3:3])[CH3:2].[C:15](Cl)(=O)[C:16](Cl)=O.[NH2:21][C:22](=[N:28][OH:29])[C:23]([O:25][CH2:26][CH3:27])=[O:24].C(N(CC)C(C)C)(C)C. The catalyst is ClCCl.O.CN(C=O)C. The product is [C:1]([C:5]1[CH:10]=[CH:9][C:8]([CH2:15][C:16]2[O:29][N:28]=[C:22]([C:23]([O:25][CH2:26][CH3:27])=[O:24])[N:21]=2)=[CH:7][CH:6]=1)([CH3:2])([CH3:3])[CH3:4]. The yield is 0.300. (3) The catalyst is C1COCC1. The yield is 0.600. The reactants are [C:1]([O:5][C:6]([N:8]1[CH2:15][CH2:14][CH2:13][C@@:9]1([CH3:16])[C:10](O)=[O:11])=[O:7])([CH3:4])([CH3:3])[CH3:2]. The product is [C:1]([O:5][C:6]([N:8]1[CH2:15][CH2:14][CH2:13][C:9]1([CH2:10][OH:11])[CH3:16])=[O:7])([CH3:4])([CH3:3])[CH3:2]. (4) The reactants are [Si:1]([O:8][C@H:9]([C:32]1[CH:33]=[N:34][C:35](Cl)=[CH:36][CH:37]=1)[C@H:10]1[CH2:14][CH2:13][C@H:12]([CH2:15][C:16]2[CH:21]=[CH:20][C:19]([N+:22]([O-])=O)=[CH:18][CH:17]=2)[N:11]1[C:25]([O:27][C:28]([CH3:31])([CH3:30])[CH3:29])=[O:26])([C:4]([CH3:7])([CH3:6])[CH3:5])([CH3:3])[CH3:2].C([O-])(=O)C.[K+]. The catalyst is [Pd].C(O)C. The product is [NH2:22][C:19]1[CH:20]=[CH:21][C:16]([CH2:15][C@H:12]2[CH2:13][CH2:14][C@H:10]([C@H:9]([O:8][Si:1]([C:4]([CH3:7])([CH3:5])[CH3:6])([CH3:3])[CH3:2])[C:32]3[CH:33]=[N:34][CH:35]=[CH:36][CH:37]=3)[N:11]2[C:25]([O:27][C:28]([CH3:31])([CH3:30])[CH3:29])=[O:26])=[CH:17][CH:18]=1. The yield is 0.540.